Dataset: Reaction yield outcomes from USPTO patents with 853,638 reactions. Task: Predict the reaction yield, written as a fraction of the theoretical maximum amount of product (1.0 means a 100% yield; for example, 0.34 means a 34% yield). (1) The reactants are [Cl-].O[NH3+:3].[C:4](=[O:7])([O-])[OH:5].[Na+].CS(C)=O.[CH:13]1([CH2:16][O:17][C:18]2[CH:23]=[CH:22][C:21]([N:24]3[C:29](=[O:30])[C:28]([CH2:31][C:32]4[CH:37]=[CH:36][C:35]([C:38]5[C:39]([C:44]#[N:45])=[CH:40][CH:41]=[CH:42][CH:43]=5)=[CH:34][CH:33]=4)=[C:27]([CH2:46][CH2:47][CH3:48])[N:26]=[C:25]3[CH3:49])=[CH:20][CH:19]=2)[CH2:15][CH2:14]1. The catalyst is O.C(OCC)(=O)C. The product is [CH:13]1([CH2:16][O:17][C:18]2[CH:19]=[CH:20][C:21]([N:24]3[C:29](=[O:30])[C:28]([CH2:31][C:32]4[CH:33]=[CH:34][C:35]([C:38]5[CH:43]=[CH:42][CH:41]=[CH:40][C:39]=5[C:44]5[NH:3][C:4](=[O:7])[O:5][N:45]=5)=[CH:36][CH:37]=4)=[C:27]([CH2:46][CH2:47][CH3:48])[N:26]=[C:25]3[CH3:49])=[CH:22][CH:23]=2)[CH2:15][CH2:14]1. The yield is 0.810. (2) The reactants are [NH2:1][C:2]1[N:3]=[CH:4][N:5]([CH2:7][C:8]([O:10][CH2:11][CH3:12])=[O:9])[CH:6]=1.CCN(C(C)C)C(C)C.[CH3:22][C:23]([O:26][C:27](O[C:27]([O:26][C:23]([CH3:25])([CH3:24])[CH3:22])=[O:28])=[O:28])([CH3:25])[CH3:24].O. The catalyst is CO.C(OCC)(=O)C. The product is [C:23]([O:26][C:27]([NH:1][C:2]1[N:3]=[CH:4][N:5]([CH2:7][C:8]([O:10][CH2:11][CH3:12])=[O:9])[CH:6]=1)=[O:28])([CH3:25])([CH3:24])[CH3:22]. The yield is 0.520. (3) The reactants are [C:1]([Si:5]([CH3:12])([CH3:11])[O:6][CH2:7][C@@H:8]1[CH2:10][O:9]1)([CH3:4])([CH3:3])[CH3:2].[NH2:13][C:14]1[CH:15]=[CH:16][C:17]2[O:22][CH2:21][C:20](=[O:23])[NH:19][C:18]=2[CH:24]=1. The catalyst is CC#N. The product is [C:1]([Si:5]([CH3:12])([CH3:11])[O:6][CH2:7][C@@H:8]([OH:9])[CH2:10][NH:13][C:14]1[CH:15]=[CH:16][C:17]2[O:22][CH2:21][C:20](=[O:23])[NH:19][C:18]=2[CH:24]=1)([CH3:4])([CH3:3])[CH3:2]. The yield is 0.550. (4) The reactants are C([NH:5][C:6](=[O:27])[C:7]1[C:12]([C:13]2[CH:18]=[CH:17][C:16]([F:19])=[CH:15][C:14]=2[CH3:20])=[CH:11][C:10]([N:21]2[CH2:26][CH2:25][S:24][CH2:23][CH2:22]2)=[N:9][CH:8]=1)(C)(C)C.CS(O)(=O)=O. The catalyst is C1(C)C=CC=CC=1. The product is [F:19][C:16]1[CH:17]=[CH:18][C:13]([C:12]2[C:7]([C:6]([NH2:5])=[O:27])=[CH:8][N:9]=[C:10]([N:21]3[CH2:26][CH2:25][S:24][CH2:23][CH2:22]3)[CH:11]=2)=[C:14]([CH3:20])[CH:15]=1. The yield is 0.970. (5) The reactants are [O:1]1[CH2:3][CH:2]1[CH2:4][N:5]1[C:13]2[CH2:12][CH2:11][N:10]([C:14](=[O:16])[CH3:15])[CH2:9][C:8]=2[C:7]([C:17]2[CH:22]=[CH:21][C:20]([C:23]([F:26])([F:25])[F:24])=[CH:19][CH:18]=2)=[N:6]1.[Cl:27][C:28]1[CH:42]=[CH:41][C:31]2[N:32]=[C:33]([N:35]3[CH2:40][CH2:39][NH:38][CH2:37][CH2:36]3)[S:34][C:30]=2[CH:29]=1. The catalyst is CCO. The product is [Cl:27][C:28]1[CH:42]=[CH:41][C:31]2[N:32]=[C:33]([N:35]3[CH2:40][CH2:39][N:38]([CH2:3][CH:2]([OH:1])[CH2:4][N:5]4[C:13]5[CH2:12][CH2:11][N:10]([C:14](=[O:16])[CH3:15])[CH2:9][C:8]=5[C:7]([C:17]5[CH:22]=[CH:21][C:20]([C:23]([F:26])([F:25])[F:24])=[CH:19][CH:18]=5)=[N:6]4)[CH2:37][CH2:36]3)[S:34][C:30]=2[CH:29]=1. The yield is 0.900. (6) The reactants are [CH3:1][C:2]1[S:3][CH:4]=[C:5]([C:7]2[CH:27]=[CH:26][C:10]([O:11][CH2:12][CH2:13][CH2:14][CH2:15][CH2:16][O:17][C:18]3[CH:25]=[CH:24][C:21]([C:22]#[N:23])=[CH:20][CH:19]=3)=[CH:9][CH:8]=2)[N:6]=1.[Br:28]Br. The catalyst is C(Cl)(Cl)Cl.ClCCl. The product is [Br:28][C:4]1[S:3][C:2]([CH3:1])=[N:6][C:5]=1[C:7]1[CH:8]=[CH:9][C:10]([O:11][CH2:12][CH2:13][CH2:14][CH2:15][CH2:16][O:17][C:18]2[CH:19]=[CH:20][C:21]([C:22]#[N:23])=[CH:24][CH:25]=2)=[CH:26][CH:27]=1. The yield is 0.920.